This data is from Full USPTO retrosynthesis dataset with 1.9M reactions from patents (1976-2016). The task is: Predict the reactants needed to synthesize the given product. (1) Given the product [NH2:9][CH:7]1[CH2:6][N:5]([C:12](=[O:30])[CH2:13][CH2:14][C:15]2[CH:16]=[CH:17][C:18]([CH2:21][NH:22][C:23]([O:25][C:26]([CH3:29])([CH3:27])[CH3:28])=[O:24])=[CH:19][CH:20]=2)[CH:4]([C:3]([O:2][CH3:1])=[O:31])[CH2:8]1, predict the reactants needed to synthesize it. The reactants are: [CH3:1][O:2][C:3](=[O:31])[C@@H:4]1[CH2:8][CH:7]([N:9]=[N+]=[N-])[CH2:6][N:5]1[C:12](=[O:30])[CH2:13][CH2:14][C:15]1[CH:20]=[CH:19][C:18]([CH2:21][NH:22][C:23]([O:25][C:26]([CH3:29])([CH3:28])[CH3:27])=[O:24])=[CH:17][CH:16]=1. (2) Given the product [ClH:32].[ClH:32].[Cl:32][C:2]1[N:7]=[CH:6][C:5]([N:8]2[CH2:14][CH:13]3[NH:15][CH:10]([CH2:11][CH2:12]3)[CH2:9]2)=[CH:4][CH:3]=1, predict the reactants needed to synthesize it. The reactants are: N[C:2]1[N:7]=[CH:6][C:5]([N:8]2[CH2:14][CH:13]3[N:15](C(OC(C)(C)C)=O)[CH:10]([CH2:11][CH2:12]3)[CH2:9]2)=[CH:4][CH:3]=1.N([O-])=O.[Na+].C([O-])(O)=O.[Na+].[ClH:32].CCOCC. (3) The reactants are: [Li+].[OH-].[O:3]=[C:4]1[N:10]([CH:11]2[CH2:16][CH2:15][N:14]([C:17]([O:19][C@H:20]([CH2:38][C:39]3[CH:44]=[C:43]([C:45]([F:48])([F:47])[F:46])[C:42]([NH2:49])=[C:41]([Cl:50])[CH:40]=3)[C:21]([N:23]3[CH2:28][CH2:27][CH:26]([N:29]4[CH2:33][CH2:32][CH2:31][C@H:30]4[C:34]([O:36]C)=[O:35])[CH2:25][CH2:24]3)=[O:22])=[O:18])[CH2:13][CH2:12]2)[CH2:9][CH2:8][C:7]2[CH:51]=[CH:52][CH:53]=[CH:54][C:6]=2[NH:5]1.C(O)=O. Given the product [O:3]=[C:4]1[N:10]([CH:11]2[CH2:16][CH2:15][N:14]([C:17]([O:19][C@H:20]([CH2:38][C:39]3[CH:44]=[C:43]([C:45]([F:47])([F:46])[F:48])[C:42]([NH2:49])=[C:41]([Cl:50])[CH:40]=3)[C:21]([N:23]3[CH2:24][CH2:25][CH:26]([N:29]4[CH2:33][CH2:32][CH2:31][C@H:30]4[C:34]([OH:36])=[O:35])[CH2:27][CH2:28]3)=[O:22])=[O:18])[CH2:13][CH2:12]2)[CH2:9][CH2:8][C:7]2[CH:51]=[CH:52][CH:53]=[CH:54][C:6]=2[NH:5]1, predict the reactants needed to synthesize it. (4) Given the product [O:23]1[CH:24]=[CH:25][CH:26]=[C:22]1[C:20]1[N:21]=[C:14]2[N:13]=[C:12]([N:10]3[CH2:9][CH2:8][N:7]4[CH2:27][CH:3]([CH2:2][NH:1][CH2:34][C:31]5[CH:32]=[CH:33][N:28]=[CH:29][CH:30]=5)[CH2:4][CH2:5][CH:6]4[CH2:11]3)[N:17]=[C:16]([NH2:18])[N:15]2[N:19]=1, predict the reactants needed to synthesize it. The reactants are: [NH2:1][CH2:2][CH:3]1[CH2:27][N:7]2[CH2:8][CH2:9][N:10]([C:12]3[N:17]=[C:16]([NH2:18])[N:15]4[N:19]=[C:20]([C:22]5[O:23][CH:24]=[CH:25][CH:26]=5)[N:21]=[C:14]4[N:13]=3)[CH2:11][CH:6]2[CH2:5][CH2:4]1.[N:28]1[CH:33]=[CH:32][C:31]([CH:34]=O)=[CH:30][CH:29]=1.CO.[BH4-].[Na+]. (5) Given the product [CH3:23][CH2:22][O:21][P:20]([O:24][CH2:25][CH3:26])([CH2:2][C:3]1[CH:8]=[CH:7][N:6]=[C:5]([C:9]2[CH:14]=[C:13]([CH2:15][P:20]([O:21][CH2:22][CH3:23])([O:24][CH2:25][CH3:26])=[O:19])[CH:12]=[CH:11][N:10]=2)[CH:4]=1)=[O:19], predict the reactants needed to synthesize it. The reactants are: Cl[CH2:2][C:3]1[CH:8]=[CH:7][N:6]=[C:5]([C:9]2[CH:14]=[C:13]([CH2:15]Cl)[CH:12]=[CH:11][N:10]=2)[CH:4]=1.C([O:19][P:20]([O:24][CH2:25][CH3:26])[O:21][CH2:22][CH3:23])C. (6) Given the product [C:22]([O:26][C:27](=[O:32])[NH:28][CH2:29][CH2:30][S:31][C:12]1[CH:13]=[C:14]([C:15]2[NH:16][CH:17]=[CH:18][CH:19]=2)[C:5]2[C:6](=[O:11])[NH:7][C:8]3[C:4]=2[C:3]=1[C:2]([F:1])=[CH:10][CH:9]=3)([CH3:25])([CH3:23])[CH3:24], predict the reactants needed to synthesize it. The reactants are: [F:1][C:2]1[C:3](/[C:12](/I)=[CH:13]/[C:14](=O)[C:15]2[NH:16][CH:17]=[CH:18][CH:19]=2)=[C:4]2[C:8](=[CH:9][CH:10]=1)[NH:7][C:6](=[O:11])[CH2:5]2.[C:22]([O:26][C:27](=[O:32])[NH:28][CH2:29][CH2:30][SH:31])([CH3:25])([CH3:24])[CH3:23].[H-].[Na+].[H][H]. (7) Given the product [Cl:1][C:2]1[CH:10]=[C:9]2[C:5]([C:6]([CH2:34][O:35][CH3:36])=[CH:7][N:8]2[S:11]([C:14]2[CH:15]=[CH:16][C:17]([O:32][CH3:33])=[C:18]([N:20]3[CH2:25][CH2:24][NH:23][CH2:22][CH2:21]3)[CH:19]=2)(=[O:13])=[O:12])=[CH:4][CH:3]=1, predict the reactants needed to synthesize it. The reactants are: [Cl:1][C:2]1[CH:10]=[C:9]2[C:5]([C:6]([CH2:34][O:35][CH3:36])=[CH:7][N:8]2[S:11]([C:14]2[CH:15]=[CH:16][C:17]([O:32][CH3:33])=[C:18]([N:20]3[CH2:25][CH2:24][N:23](C(=O)C(F)(F)F)[CH2:22][CH2:21]3)[CH:19]=2)(=[O:13])=[O:12])=[CH:4][CH:3]=1.[OH-].[K+]. (8) The reactants are: [NH:1]([C:3]1[N:8]([CH2:9][CH:10]([CH3:12])[CH3:11])[C:7](=[O:13])[N:6]([CH3:14])[C:5](=[O:15])[CH:4]=1)[NH2:2].[CH:16]1[CH:21]=[C:20]2[C:22]([CH:25]=O)=[CH:23][S:24][C:19]2=[CH:18][CH:17]=1. Given the product [CH2:9]([N:8]1[C:3]([NH:1][N:2]=[CH:25][C:22]2[C:20]3[CH:21]=[CH:16][CH:17]=[CH:18][C:19]=3[S:24][CH:23]=2)=[CH:4][C:5](=[O:15])[N:6]([CH3:14])[C:7]1=[O:13])[CH:10]([CH3:11])[CH3:12], predict the reactants needed to synthesize it. (9) The reactants are: [Br:1]Br.[CH3:3][O:4][C:5]1[CH:10]=[CH:9][CH:8]=[CH:7][N:6]=1.[OH-].[Na+]. Given the product [Br:1][C:8]1[CH:9]=[CH:10][C:5]([O:4][CH3:3])=[N:6][CH:7]=1, predict the reactants needed to synthesize it. (10) The reactants are: N1C=CC=CC=1CCN.C(I)CCCC.[N:16]1[CH:21]=[CH:20][CH:19]=[CH:18][C:17]=1[CH2:22][CH2:23][NH:24][CH2:25][CH2:26][CH2:27][CH2:28][CH3:29].Cl[C:31]([O:33][CH3:34])=[O:32]. Given the product [CH2:25]([N:24]([CH2:23][CH2:22][C:17]1[CH:18]=[CH:19][CH:20]=[CH:21][N:16]=1)[C:31](=[O:32])[O:33][CH3:34])[CH2:26][CH2:27][CH2:28][CH3:29], predict the reactants needed to synthesize it.